From a dataset of Forward reaction prediction with 1.9M reactions from USPTO patents (1976-2016). Predict the product of the given reaction. Given the reactants [CH3:1][N:2]1[C@H:6]2[C@@H:7]([C:19]([O:21][CH3:22])=[O:20])[C@@H:8]([O:10][C:11]([C:13]3[CH:14]=[CH:15][CH:16]=[CH:17][CH:18]=3)=[O:12])[CH2:9][C@@H:3]1[CH2:4][CH2:5]2.[CH3:23][N:24]1[CH:28]2[CH:29]([C:41]([OH:43])=[O:42])[CH:30]([O:32][C:33]([C:35]3[CH:40]=[CH:39][CH:38]=[CH:37][CH:36]=3)=[O:34])[CH2:31][CH:25]1[CH2:26][CH2:27]2.[CH3:44][O:45][C:46]([C@H:48]1[C@@H:55]([O:56][C:57]([C:59]2[CH:64]=[CH:63][CH:62]=[CH:61][CH:60]=2)=[O:58])[CH2:54][C@H:52]2[NH:53][C@@H:49]1[CH2:50][CH2:51]2)=[O:47].N, predict the reaction product. The product is: [CH3:1][N:2]1[C@H:6]2[C@@H:7]([C:19]([O:21][CH3:22])=[O:20])[C@@H:8]([O:10][C:11]([C:13]3[CH:18]=[CH:17][CH:16]=[CH:15][CH:14]=3)=[O:12])[CH2:9][C@@H:3]1[CH2:4][CH2:5]2.[CH3:23][N:24]1[CH:28]2[CH:29]([C:41]([OH:43])=[O:42])[CH:30]([O:32][C:33]([C:35]3[CH:36]=[CH:37][CH:38]=[CH:39][CH:40]=3)=[O:34])[CH2:31][CH:25]1[CH2:26][CH2:27]2.[C:57]([OH:58])(=[O:56])[C:59]1[CH:64]=[CH:63][CH:62]=[CH:61][CH:60]=1.[CH3:44][O:45][C:46]([C@H:48]1[C@@H:55]([O:56][C:57]([C:59]2[CH:60]=[CH:61][CH:62]=[CH:63][CH:64]=2)=[O:58])[CH2:54][C@H:52]2[NH:53][C@@H:49]1[CH2:50][CH2:51]2)=[O:47].